From a dataset of Full USPTO retrosynthesis dataset with 1.9M reactions from patents (1976-2016). Predict the reactants needed to synthesize the given product. (1) Given the product [F:35][C:16]1[C:15]([NH:14][S:11]([CH2:10][CH2:9][CH3:8])(=[O:13])=[O:12])=[CH:20][CH:19]=[C:18]([F:21])[C:17]=1[NH:22][C:23]([C:25]1[C:29]2[N:30]=[CH:31][N:32]=[C:33]([NH2:38])[C:28]=2[NH:27][CH:26]=1)=[O:24], predict the reactants needed to synthesize it. The reactants are: COC1C=CC(C[CH2:8][CH2:9][CH2:10][S:11]([NH:14][C:15]2[C:16]([F:35])=[C:17]([NH:22][C:23]([C:25]3[C:29]4[N:30]=[CH:31][N:32]=[C:33](Cl)[C:28]=4[NH:27][CH:26]=3)=[O:24])[C:18]([F:21])=[CH:19][CH:20]=2)(=[O:13])=[O:12])=CC=1.[NH3:38]. (2) Given the product [CH3:50][O:49][C:47]1[CH:48]=[C:43]([CH2:42][CH2:41][C:31]2[NH:32][N:33]=[C:29]([NH:28][C:22](=[O:24])[C:21]3[CH:20]=[CH:19][C:18]([CH:15]4[CH2:14][CH2:13][N:12]([CH3:11])[CH2:17][CH2:16]4)=[CH:27][CH:26]=3)[CH:30]=2)[CH:44]=[C:45]([O:51][CH3:52])[CH:46]=1, predict the reactants needed to synthesize it. The reactants are: C[Si]([N-][Si](C)(C)C)(C)C.[Na+].[CH3:11][N:12]1[CH2:17][CH2:16][CH:15]([C:18]2[CH:27]=[CH:26][C:21]([C:22]([O:24]C)=O)=[CH:20][CH:19]=2)[CH2:14][CH2:13]1.[NH2:28][C:29]1[N:33](C(OC(C)(C)C)=O)[N:32]=[C:31]([CH2:41][CH2:42][C:43]2[CH:48]=[C:47]([O:49][CH3:50])[CH:46]=[C:45]([O:51][CH3:52])[CH:44]=2)[CH:30]=1.[NH4+].[Cl-]. (3) Given the product [Cl:1][C:2]1[CH:8]=[C:7]([O:9][C:10]2[C:19]3[C:14](=[CH:15][C:16]([O:22][CH3:23])=[C:17]([O:20][CH3:21])[CH:18]=3)[N:13]=[CH:12][N:11]=2)[CH:6]=[CH:5][C:3]=1[NH:4][C:42](=[O:48])[O:43][CH2:44][CH2:55][CH2:54][O:53][C:52]1[CH:58]=[CH:59][CH:60]=[CH:61][C:51]=1[Cl:50], predict the reactants needed to synthesize it. The reactants are: [Cl:1][C:2]1[CH:8]=[C:7]([O:9][C:10]2[C:19]3[C:14](=[CH:15][C:16]([O:22][CH3:23])=[C:17]([O:20][CH3:21])[CH:18]=3)[N:13]=[CH:12][N:11]=2)[CH:6]=[CH:5][C:3]=1[NH2:4].C1(C)C=CC=CC=1.C(N(CC)CC)C.ClC(Cl)(O[C:42](=[O:48])[O:43][C:44](Cl)(Cl)Cl)Cl.[Cl:50][C:51]1[CH:61]=[CH:60][CH:59]=[CH:58][C:52]=1[O:53][CH2:54][CH2:55]CO. (4) Given the product [NH2:4][C:3]1[CH:5]=[CH:6][C:7]([C:11]#[N:12])=[CH:8][C:2]=1[F:1], predict the reactants needed to synthesize it. The reactants are: [F:1][C:2]1[CH:8]=[C:7](I)[CH:6]=[CH:5][C:3]=1[NH2:4].[Cu][C:11]#[N:12].C(=O)(O)[O-].[Na+]. (5) Given the product [C:8]([O:1][CH:23]1[CH2:22][O:5][CH2:3][O:4]1)(=[O:9])[CH3:10], predict the reactants needed to synthesize it. The reactants are: [OH-:1].[Na+].[C:3]([O-])([OH:5])=[O:4].[Na+].[C:8](Cl)([C:10]1C=CC=CC=1)=[O:9].Cl.N1[CH:23]=[CH:22]C=CC=1. (6) Given the product [CH3:1][N:2]([CH3:18])[C:3](=[O:17])[C@H:4]([C:10]1[CH:15]=[CH:14][C:13]([O:16][CH2:20][C:21]2[CH:30]=[CH:29][C:28]3[C:27]([CH3:32])([CH3:31])[CH2:26][CH2:25][C:24]([CH3:34])([CH3:33])[C:23]=3[CH:22]=2)=[CH:12][CH:11]=1)[CH2:5][C:6]([OH:8])=[O:7], predict the reactants needed to synthesize it. The reactants are: [CH3:1][N:2]([CH3:18])[C:3](=[O:17])[C@H:4]([C:10]1[CH:15]=[CH:14][C:13]([OH:16])=[CH:12][CH:11]=1)[CH2:5][C:6]([O:8]C)=[O:7].Br[CH2:20][C:21]1[CH:22]=[C:23]2[C:28](=[CH:29][CH:30]=1)[C:27]([CH3:32])([CH3:31])[CH2:26][CH2:25][C:24]2([CH3:34])[CH3:33].C(=O)([O-])[O-].[Cs+].[Cs+].[OH-].[Na+]. (7) Given the product [N+:17]([C:13]1[C:11]2[N:12]=[C:7]([C:4]3[CH:3]=[CH:2][N:1]=[CH:6][CH:5]=3)[N:8]=[C:9]([OH:16])[C:10]=2[S:15][CH:14]=1)([O-:19])=[O:18], predict the reactants needed to synthesize it. The reactants are: [N:1]1[CH:6]=[CH:5][C:4]([C:7]2[N:8]=[C:9]([OH:16])[C:10]3[S:15][CH:14]=[CH:13][C:11]=3[N:12]=2)=[CH:3][CH:2]=1.[N+:17]([O-])([OH:19])=[O:18]. (8) The reactants are: CC1(C)C(C)(C)OB([C:9]2[CH2:14][CH:13]([C:15]([F:18])([F:17])[F:16])[CH2:12][C:11](=[O:19])[CH:10]=2)O1.Cl[C:22]1[CH:27]=[CH:26][N:25]=[CH:24][C:23]=1[N+:28]([O-:30])=[O:29].C([O-])([O-])=O.[Na+].[Na+].N#N.C(Cl)Cl. Given the product [N+:28]([C:23]1[CH:24]=[N:25][CH:26]=[CH:27][C:22]=1[C:9]1[CH2:14][CH:13]([C:15]([F:16])([F:17])[F:18])[CH2:12][C:11](=[O:19])[CH:10]=1)([O-:30])=[O:29], predict the reactants needed to synthesize it.